Dataset: Peptide-MHC class I binding affinity with 185,985 pairs from IEDB/IMGT. Task: Regression. Given a peptide amino acid sequence and an MHC pseudo amino acid sequence, predict their binding affinity value. This is MHC class I binding data. (1) The peptide sequence is KFNDYRKQMY. The MHC is HLA-A11:01 with pseudo-sequence HLA-A11:01. The binding affinity (normalized) is 0.0742. (2) The binding affinity (normalized) is 0.906. The MHC is HLA-A02:17 with pseudo-sequence HLA-A02:17. The peptide sequence is LLVISGVFPV. (3) The peptide sequence is HVDIPLQAY. The MHC is HLA-A31:01 with pseudo-sequence HLA-A31:01. The binding affinity (normalized) is 0.0847. (4) The peptide sequence is GMAEDLQSL. The MHC is HLA-B08:01 with pseudo-sequence HLA-B08:01. The binding affinity (normalized) is 0.0847. (5) The peptide sequence is FPEQVSLLM. The MHC is HLA-B51:01 with pseudo-sequence HLA-B51:01. The binding affinity (normalized) is 0.0847. (6) The peptide sequence is ALMLRLLRI. The MHC is HLA-A02:01 with pseudo-sequence HLA-A02:01. The binding affinity (normalized) is 0.647.